This data is from Forward reaction prediction with 1.9M reactions from USPTO patents (1976-2016). The task is: Predict the product of the given reaction. Given the reactants [NH:1]([C:13]([O:15][C:16]([CH3:19])([CH3:18])[CH3:17])=[O:14])[C@@H:2]([C:10]([OH:12])=[O:11])[CH2:3][C:4]1[CH:9]=[N:8][CH:7]=[CH:6][CH:5]=1.[CH2:20]([Br:27])[C:21]1[CH:26]=[CH:25][CH:24]=[CH:23][CH:22]=1, predict the reaction product. The product is: [NH:1]([C:13]([O:15][C:16]([CH3:19])([CH3:18])[CH3:17])=[O:14])[C@@H:2]([C:10]([OH:12])=[O:11])[CH2:3][C:4]1[CH:5]=[CH:6][CH2:7][N:8]([CH2:20][C:21]2[CH:26]=[CH:25][CH:24]=[CH:23][CH:22]=2)[CH:9]=1.[BrH:27].